This data is from Forward reaction prediction with 1.9M reactions from USPTO patents (1976-2016). The task is: Predict the product of the given reaction. (1) Given the reactants OS(O)(=O)=O.[S:6]1[CH:10]=[CH:9][CH:8]=[C:7]1[CH2:11][CH2:12][CH2:13][C:14]([OH:16])=[O:15].[CH3:17]O, predict the reaction product. The product is: [S:6]1[CH:10]=[CH:9][CH:8]=[C:7]1[CH2:11][CH2:12][CH2:13][C:14]([O:16][CH3:17])=[O:15]. (2) Given the reactants [C:1]12([CH2:11][NH:12][C:13]([C:15]3[C:16]4[CH:17]=[CH:18][C:19]([Cl:25])=[N:20][C:21]=4[CH:22]=[CH:23][CH:24]=3)=[O:14])[CH2:10][CH:5]3[CH2:6][CH:7]([CH2:9][CH:3]([CH2:4]3)[CH2:2]1)[CH2:8]2.C(=O)([O-])[O-].[K+].[K+].[NH2:32][CH2:33][CH2:34][NH:35][CH2:36][CH2:37][OH:38], predict the reaction product. The product is: [ClH:25].[ClH:25].[C:1]12([CH2:11][NH:12][C:13]([C:15]3[C:16]4[CH:17]=[CH:18][C:19]([NH:32][CH2:33][CH2:34][NH:35][CH2:36][CH2:37][OH:38])=[N:20][C:21]=4[CH:22]=[CH:23][CH:24]=3)=[O:14])[CH2:10][CH:5]3[CH2:6][CH:7]([CH2:9][CH:3]([CH2:4]3)[CH2:2]1)[CH2:8]2. (3) The product is: [Cl:1][C:2]([F:34])([F:35])[O:3][C:4]1[C:5]([F:33])=[C:6]([F:32])[CH:7]=[C:8]2[C:13]=1[N:12]([C:14]1[CH:19]=[CH:18][C:17]([CH2:20][N:21]([CH3:25])[CH3:22])=[CH:16][CH:15]=1)[CH:11]=[C:10]([C:26]([O:28][CH2:29][CH3:30])=[O:27])[C:9]2=[O:31]. Given the reactants [Cl:1][C:2]([F:35])([F:34])[O:3][C:4]1[C:5]([F:33])=[C:6]([F:32])[CH:7]=[C:8]2[C:13]=1[N:12]([C:14]1[CH:19]=[CH:18][C:17]([CH2:20][N:21]3[CH2:25]CC[CH2:22]3)=[CH:16][CH:15]=1)[CH:11]=[C:10]([C:26]([O:28][CH2:29][CH3:30])=[O:27])[C:9]2=[O:31].CNC, predict the reaction product. (4) Given the reactants [Cl:1][C:2]1[CH:19]=[C:18]([Cl:20])[CH:17]=[CH:16][C:3]=1[O:4][CH:5]1[CH2:8][N:7](C(OC(C)(C)C)=O)[CH2:6]1.FC(F)(F)C(O)=O, predict the reaction product. The product is: [Cl:1][C:2]1[CH:19]=[C:18]([Cl:20])[CH:17]=[CH:16][C:3]=1[O:4][CH:5]1[CH2:8][NH:7][CH2:6]1. (5) Given the reactants ClC1C=CC(C(C2C3C(=C(CSC)C=C([F:22])C=3)NC=2)(C2CC2)C)=C(F)C=1.[Cl:27][C:28]1[CH:33]=[CH:32][C:31]([C:34]([C:39]2[C:47]3[C:42](=[C:43]([CH2:48][S:49]([CH3:52])(=[O:51])=[O:50])[CH:44]=[CH:45][CH:46]=3)[NH:41][CH:40]=2)([CH:36]2[CH2:38][CH2:37]2)[CH3:35])=[C:30]([F:53])[CH:29]=1, predict the reaction product. The product is: [Cl:27][C:28]1[CH:33]=[CH:32][C:31]([C:34]([C:39]2[C:47]3[C:42](=[C:43]([CH2:48][S:49]([CH3:52])(=[O:51])=[O:50])[CH:44]=[C:45]([F:22])[CH:46]=3)[NH:41][CH:40]=2)([CH:36]2[CH2:37][CH2:38]2)[CH3:35])=[C:30]([F:53])[CH:29]=1.